Dataset: Forward reaction prediction with 1.9M reactions from USPTO patents (1976-2016). Task: Predict the product of the given reaction. (1) Given the reactants [CH3:1][C:2]1([CH2:7][CH2:8][CH2:9][CH2:10][N:11]2[CH:15]=[C:14]([NH2:16])[CH:13]=[N:12]2)[O:6]CCO1.[C:17]1([CH3:28])[CH:22]=[CH:21][CH:20]=[CH:19][C:18]=1/[CH:23]=[CH:24]/[C:25](O)=[O:26], predict the reaction product. The product is: [O:6]=[C:2]([CH3:1])[CH2:7][CH2:8][CH2:9][CH2:10][N:11]1[CH:15]=[C:14]([NH:16][C:25](=[O:26])/[CH:24]=[CH:23]/[C:18]2[CH:19]=[CH:20][CH:21]=[CH:22][C:17]=2[CH3:28])[CH:13]=[N:12]1. (2) Given the reactants [Cl:1][C:2]1[C:3]([Cl:11])=[N:4][CH:5]=[C:6]([CH:10]=1)[C:7](O)=[O:8].[CH3:12][S:13]([NH2:16])(=[O:15])=[O:14].CCN=C=NCCCN(C)C, predict the reaction product. The product is: [Cl:1][C:2]1[C:3]([Cl:11])=[N:4][CH:5]=[C:6]([CH:10]=1)[C:7]([NH:16][S:13]([CH3:12])(=[O:15])=[O:14])=[O:8].